This data is from Catalyst prediction with 721,799 reactions and 888 catalyst types from USPTO. The task is: Predict which catalyst facilitates the given reaction. (1) Reactant: [NH2:1][C:2]1[C:3]([C:8]([O:10][CH3:11])=[O:9])=[N:4][CH:5]=[CH:6][CH:7]=1.[Br:12]N1C(=O)CCC1=O. Product: [NH2:1][C:2]1[C:3]([C:8]([O:10][CH3:11])=[O:9])=[N:4][C:5]([Br:12])=[CH:6][CH:7]=1. The catalyst class is: 10. (2) Reactant: Cl[C:2]1[N:7]=[N:6][C:5]([C:8]([O:10][CH3:11])=[O:9])=[CH:4][CH:3]=1.[F:12][C:13]1[CH:18]=[CH:17][C:16]([C:19]([CH3:23])([CH3:22])[CH2:20][NH2:21])=[CH:15][CH:14]=1.C(=O)([O-])[O-].[K+].[K+]. Product: [F:12][C:13]1[CH:14]=[CH:15][C:16]([C:19]([CH3:23])([CH3:22])[CH2:20][NH:21][C:2]2[N:7]=[N:6][C:5]([C:8]([O:10][CH3:11])=[O:9])=[CH:4][CH:3]=2)=[CH:17][CH:18]=1. The catalyst class is: 32. (3) Reactant: Cl[C:2]1[N:7]=[C:6]([NH:8][C@@H:9]2[CH2:14][CH2:13][C@@H:12]([CH3:15])[C@H:11]([OH:16])[CH2:10]2)[C:5]([C:17]([NH2:19])=[O:18])=[CH:4][N:3]=1.[C:20]([NH2:24])([CH3:23])([CH3:22])[CH3:21].CS(C)=O. Product: [C:20]([NH:24][C:2]1[N:7]=[C:6]([NH:8][C@@H:9]2[CH2:14][CH2:13][C@@H:12]([CH3:15])[C@H:11]([OH:16])[CH2:10]2)[C:5]([C:17]([NH2:19])=[O:18])=[CH:4][N:3]=1)([CH3:23])([CH3:22])[CH3:21]. The catalyst class is: 6. (4) Reactant: [NH2:1][C:2]1[CH:10]=[C:9]([S:11]([CH3:14])(=[O:13])=[O:12])[CH:8]=[CH:7][C:3]=1[C:4]([OH:6])=O.Cl.[F:16][C:17]1([F:21])[CH2:20][NH:19][CH2:18]1.[C:22]12([C:32](Cl)=[O:33])[CH2:31][CH:26]3[CH2:27][CH:28]([CH2:30][CH:24]([CH2:25]3)[O:23]1)[CH2:29]2.C(N(CC)CC)C. Product: [F:16][C:17]1([F:21])[CH2:20][N:19]([C:4]([C:3]2[CH:7]=[CH:8][C:9]([S:11]([CH3:14])(=[O:13])=[O:12])=[CH:10][C:2]=2[NH:1][C:32]([C:22]23[CH2:31][CH:26]4[CH2:27][CH:28]([CH2:30][CH:24]([CH2:25]4)[O:23]2)[CH2:29]3)=[O:33])=[O:6])[CH2:18]1. The catalyst class is: 10. (5) Reactant: [OH:1][CH2:2][P:3](=[O:10])([O:7][CH2:8][CH3:9])[O:4][CH2:5][CH3:6].N1C(C)=CC=CC=1C.[S:19](O[S:19]([C:22]([F:25])([F:24])[F:23])(=[O:21])=[O:20])([C:22]([F:25])([F:24])[F:23])(=[O:21])=[O:20]. Product: [CH2:5]([O:4][P:3]([CH2:2][O:1][S:19]([C:22]([F:25])([F:24])[F:23])(=[O:21])=[O:20])(=[O:10])[O:7][CH2:8][CH3:9])[CH3:6]. The catalyst class is: 124. (6) Reactant: Cl[C:2]1[C:11]2=[N:12][N:13](CC3C=CC(OC)=CC=3)[CH:14]=[C:10]2[C:9]2[CH:8]=[C:7]([O:24][CH3:25])[CH:6]=[CH:5][C:4]=2[N:3]=1.[NH2:26][C:27]1[NH:31][N:30]=[CH:29][C:28]=1[C:32]([NH2:34])=[O:33].Cl. Product: [CH3:25][O:24][C:7]1[CH:6]=[CH:5][C:4]2[N:3]=[C:2]([NH:26][C:27]3[NH:31][N:30]=[CH:29][C:28]=3[C:32]([NH2:34])=[O:33])[C:11]3=[N:12][NH:13][CH:14]=[C:10]3[C:9]=2[CH:8]=1. The catalyst class is: 71. (7) Reactant: C([O:3][C:4]([C:6]1([C:9]2[CH:14]=[CH:13][C:12]([C:15]3[CH:20]=[CH:19][C:18]([C:21]4[S:22][C:23]([F:38])=[CH:24][C:25]=4[NH:26][C:27]([O:29][C@@H:30]([C:32]4[CH:37]=[CH:36][CH:35]=[CH:34][CH:33]=4)[CH3:31])=[O:28])=[CH:17][C:16]=3[O:39][CH3:40])=[CH:11][CH:10]=2)[CH2:8][CH2:7]1)=[O:5])C.O1CCCC1.[OH-].[Na+].Cl. Product: [F:38][C:23]1[S:22][C:21]([C:18]2[CH:19]=[CH:20][C:15]([C:12]3[CH:11]=[CH:10][C:9]([C:6]4([C:4]([OH:5])=[O:3])[CH2:8][CH2:7]4)=[CH:14][CH:13]=3)=[C:16]([O:39][CH3:40])[CH:17]=2)=[C:25]([NH:26][C:27]([O:29][C@@H:30]([C:32]2[CH:33]=[CH:34][CH:35]=[CH:36][CH:37]=2)[CH3:31])=[O:28])[CH:24]=1. The catalyst class is: 32.